This data is from Forward reaction prediction with 1.9M reactions from USPTO patents (1976-2016). The task is: Predict the product of the given reaction. (1) Given the reactants [C:1]([OH:9])(=[O:8])[C:2]1[CH:7]=[CH:6][CH:5]=[CH:4][CH:3]=1.[C:23]1(P([C:23]2[CH:28]=[CH:27][CH:26]=[CH:25][CH:24]=2)[C:23]2[CH:28]=[CH:27][CH:26]=[CH:25][CH:24]=2)[CH:28]=[CH:27][CH:26]=[CH:25][CH:24]=1.C[CH:40]([O:39][C:37](/[N:36]=[N:36]/[C:37]([O:39][CH:40](C)C)=[O:38])=[O:38])C, predict the reaction product. The product is: [C:1]([O:9][C@H:3]1[C@@H:2]([CH2:7][CH3:6])[CH2:1][N:36]([C:37]([O:39][CH2:40][C:23]2[CH:24]=[CH:25][CH:26]=[CH:27][CH:28]=2)=[O:38])[CH2:4]1)(=[O:8])[C:2]1[CH:7]=[CH:6][CH:5]=[CH:4][CH:3]=1. (2) The product is: [C:14]([O:18][C:19](=[O:20])[NH:21][C@H:22]1[CH2:26][CH2:25][N:24]([C:2]2[C:11]3[C:6](=[CH:7][CH:8]=[C:9]([O:12][CH3:13])[N:10]=3)[N:5]=[CH:4][CH:3]=2)[CH2:23]1)([CH3:17])([CH3:15])[CH3:16]. Given the reactants Br[C:2]1[CH:3]=[CH:4][N:5]=[C:6]2[C:11]=1[N:10]=[C:9]([O:12][CH3:13])[CH:8]=[CH:7]2.[C:14]([O:18][C:19]([NH:21][C@H:22]1[CH2:26][CH2:25][NH:24][CH2:23]1)=[O:20])([CH3:17])([CH3:16])[CH3:15].CCN(C(C)C)C(C)C, predict the reaction product. (3) Given the reactants [CH3:1][N:2]([C:6]1[CH:7]=[C:8]([N:12]2[C:17](=[O:18])[C:16]([CH2:19][C:20]3[CH:21]=[N:22][CH:23]=[CH:24][CH:25]=3)=[N:15][C:14]3[CH:26]=[CH:27][CH:28]=[N:29][C:13]2=3)[CH:9]=[CH:10][CH:11]=1)C(=O)C.C(=O)(O)[O-].[Na+], predict the reaction product. The product is: [CH3:1][NH:2][C:6]1[CH:7]=[C:8]([N:12]2[C:17](=[O:18])[C:16]([CH2:19][C:20]3[CH:21]=[N:22][CH:23]=[CH:24][CH:25]=3)=[N:15][C:14]3[CH:26]=[CH:27][CH:28]=[N:29][C:13]2=3)[CH:9]=[CH:10][CH:11]=1. (4) Given the reactants [CH2:1]([NH:4][S:5]([C:8]1[S:12][C:11](Br)=[C:10]([C:14]2[S:18][C:17]([NH:19][C:20](=[O:22])[CH3:21])=[N:16][C:15]=2[CH3:23])[CH:9]=1)(=[O:7])=[O:6])[CH:2]=[CH2:3].C([Li])CCC, predict the reaction product. The product is: [CH2:1]([NH:4][S:5]([C:8]1[S:12][CH:11]=[C:10]([C:14]2[S:18][C:17]([NH:19][C:20](=[O:22])[CH3:21])=[N:16][C:15]=2[CH3:23])[CH:9]=1)(=[O:7])=[O:6])[CH:2]=[CH2:3]. (5) Given the reactants Cl[CH2:2][CH2:3][O:4][C:5]1[C:13]2[C:8](=[N:9][CH:10]=[N:11][C:12]=2[NH:14][C:15]2[CH:20]=[CH:19][C:18]([O:21][CH2:22][C:23]3[CH:28]=[CH:27][CH:26]=[CH:25][N:24]=3)=[C:17]([Cl:29])[CH:16]=2)[NH:7][N:6]=1.[CH3:30][N:31]1[CH2:36][CH2:35][NH:34][CH2:33][CH2:32]1, predict the reaction product. The product is: [Cl:29][C:17]1[CH:16]=[C:15]([NH:14][C:12]2[N:11]=[CH:10][N:9]=[C:8]3[NH:7][N:6]=[C:5]([O:4][CH2:3][CH2:2][N:34]4[CH2:35][CH2:36][N:31]([CH3:30])[CH2:32][CH2:33]4)[C:13]=23)[CH:20]=[CH:19][C:18]=1[O:21][CH2:22][C:23]1[CH:28]=[CH:27][CH:26]=[CH:25][N:24]=1. (6) Given the reactants Br[C:2]1[CH:3]=[CH:4][C:5]([O:8][CH3:9])=[N:6][CH:7]=1.C([Li])CCC.[O:15]=[C:16]1[CH2:21][CH2:20][N:19]([C:22]([O:24][C:25]([CH3:28])([CH3:27])[CH3:26])=[O:23])[CH2:18][CH2:17]1.O, predict the reaction product. The product is: [OH:15][C:16]1([C:2]2[CH:7]=[N:6][C:5]([O:8][CH3:9])=[CH:4][CH:3]=2)[CH2:17][CH2:18][N:19]([C:22]([O:24][C:25]([CH3:28])([CH3:27])[CH3:26])=[O:23])[CH2:20][CH2:21]1.